Dataset: TCR-epitope binding with 47,182 pairs between 192 epitopes and 23,139 TCRs. Task: Binary Classification. Given a T-cell receptor sequence (or CDR3 region) and an epitope sequence, predict whether binding occurs between them. (1) The epitope is QVPLRPMTYK. The TCR CDR3 sequence is CASSVRTGELFF. Result: 1 (the TCR binds to the epitope). (2) The epitope is LPAADLDDF. The TCR CDR3 sequence is CASSYSRREGLGNEQFF. Result: 0 (the TCR does not bind to the epitope). (3) The epitope is NLWNTFTRL. The TCR CDR3 sequence is CASTDLDTGELFF. Result: 0 (the TCR does not bind to the epitope). (4) The epitope is CLGGLLTMV. The TCR CDR3 sequence is CASIKGLMNTEAFF. Result: 0 (the TCR does not bind to the epitope). (5) The epitope is VLAWLYAAV. The TCR CDR3 sequence is CASSFSLSGGYTF. Result: 0 (the TCR does not bind to the epitope). (6) The TCR CDR3 sequence is CASSRSTGELFF. The epitope is KRWIILGLNK. Result: 1 (the TCR binds to the epitope). (7) The epitope is TPQDLNTML. The TCR CDR3 sequence is CASSYAGPGSGYTF. Result: 0 (the TCR does not bind to the epitope). (8) The epitope is KPLEFGATSAAL. The TCR CDR3 sequence is CASSYRTSGIYEQYF. Result: 1 (the TCR binds to the epitope). (9) The epitope is YEGNSPFHPL. The TCR CDR3 sequence is CASSLIPHSITSSAYEQYF. Result: 1 (the TCR binds to the epitope). (10) The epitope is KAYNVTQAF. The TCR CDR3 sequence is CASSLGQRNKQFF. Result: 1 (the TCR binds to the epitope).